From a dataset of Peptide-MHC class II binding affinity with 134,281 pairs from IEDB. Regression. Given a peptide amino acid sequence and an MHC pseudo amino acid sequence, predict their binding affinity value. This is MHC class II binding data. The peptide sequence is PQLPQFLQPQPY. The MHC is HLA-DQA10501-DQB10201 with pseudo-sequence HLA-DQA10501-DQB10201. The binding affinity (normalized) is 0.355.